Dataset: Peptide-MHC class I binding affinity with 185,985 pairs from IEDB/IMGT. Task: Regression. Given a peptide amino acid sequence and an MHC pseudo amino acid sequence, predict their binding affinity value. This is MHC class I binding data. (1) The peptide sequence is SSSTEVETY. The MHC is HLA-B58:01 with pseudo-sequence HLA-B58:01. The binding affinity (normalized) is 0.427. (2) The peptide sequence is LSPGALVVGV. The MHC is Mamu-A01 with pseudo-sequence Mamu-A01. The binding affinity (normalized) is 1.00. (3) The peptide sequence is RRMATTFTF. The MHC is HLA-A02:01 with pseudo-sequence HLA-A02:01. The binding affinity (normalized) is 0.0847. (4) The peptide sequence is GTEKLTITY. The MHC is HLA-B39:01 with pseudo-sequence HLA-B39:01. The binding affinity (normalized) is 0.0847.